From a dataset of NCI-60 drug combinations with 297,098 pairs across 59 cell lines. Regression. Given two drug SMILES strings and cell line genomic features, predict the synergy score measuring deviation from expected non-interaction effect. (1) Drug 1: CCCCC(=O)OCC(=O)C1(CC(C2=C(C1)C(=C3C(=C2O)C(=O)C4=C(C3=O)C=CC=C4OC)O)OC5CC(C(C(O5)C)O)NC(=O)C(F)(F)F)O. Drug 2: C1=NC2=C(N1)C(=S)N=CN2. Cell line: NCI-H322M. Synergy scores: CSS=39.6, Synergy_ZIP=-4.12, Synergy_Bliss=-2.52, Synergy_Loewe=-28.1, Synergy_HSA=-0.366. (2) Drug 2: CC1C(C(CC(O1)OC2CC(CC3=C2C(=C4C(=C3O)C(=O)C5=C(C4=O)C(=CC=C5)OC)O)(C(=O)CO)O)N)O.Cl. Cell line: M14. Drug 1: COC1=C(C=C2C(=C1)N=CN=C2NC3=CC(=C(C=C3)F)Cl)OCCCN4CCOCC4. Synergy scores: CSS=48.3, Synergy_ZIP=-0.832, Synergy_Bliss=0.131, Synergy_Loewe=-13.1, Synergy_HSA=1.34. (3) Drug 1: C1=CC(=CC=C1C#N)C(C2=CC=C(C=C2)C#N)N3C=NC=N3. Drug 2: CC(C)NC(=O)C1=CC=C(C=C1)CNNC.Cl. Cell line: KM12. Synergy scores: CSS=-0.484, Synergy_ZIP=0.558, Synergy_Bliss=-0.315, Synergy_Loewe=-0.690, Synergy_HSA=-1.20. (4) Drug 1: COC1=CC(=CC(=C1O)OC)C2C3C(COC3=O)C(C4=CC5=C(C=C24)OCO5)OC6C(C(C7C(O6)COC(O7)C8=CC=CS8)O)O. Drug 2: C1=CC=C(C(=C1)C(C2=CC=C(C=C2)Cl)C(Cl)Cl)Cl. Cell line: MALME-3M. Synergy scores: CSS=26.1, Synergy_ZIP=-3.79, Synergy_Bliss=2.75, Synergy_Loewe=-45.5, Synergy_HSA=2.89. (5) Drug 1: C1C(C(OC1N2C=NC3=C(N=C(N=C32)Cl)N)CO)O. Drug 2: CCC1(CC2CC(C3=C(CCN(C2)C1)C4=CC=CC=C4N3)(C5=C(C=C6C(=C5)C78CCN9C7C(C=CC9)(C(C(C8N6C)(C(=O)OC)O)OC(=O)C)CC)OC)C(=O)OC)O.OS(=O)(=O)O. Cell line: EKVX. Synergy scores: CSS=-0.105, Synergy_ZIP=0.142, Synergy_Bliss=-0.0907, Synergy_Loewe=-2.47, Synergy_HSA=-2.14. (6) Drug 1: C1=CC(=C2C(=C1NCCNCCO)C(=O)C3=C(C=CC(=C3C2=O)O)O)NCCNCCO. Drug 2: C1=CC(=CC=C1CCCC(=O)O)N(CCCl)CCCl. Cell line: K-562. Synergy scores: CSS=61.3, Synergy_ZIP=4.67, Synergy_Bliss=8.18, Synergy_Loewe=-7.53, Synergy_HSA=12.5. (7) Drug 1: CC1=C(C=C(C=C1)NC2=NC=CC(=N2)N(C)C3=CC4=NN(C(=C4C=C3)C)C)S(=O)(=O)N.Cl. Drug 2: CC12CCC(CC1=CCC3C2CCC4(C3CC=C4C5=CN=CC=C5)C)O. Cell line: HOP-62. Synergy scores: CSS=9.52, Synergy_ZIP=-0.456, Synergy_Bliss=3.15, Synergy_Loewe=2.27, Synergy_HSA=2.36.